Dataset: Catalyst prediction with 721,799 reactions and 888 catalyst types from USPTO. Task: Predict which catalyst facilitates the given reaction. (1) The catalyst class is: 683. Reactant: [C:1]([O:5][C:6]([NH:8][C@H:9]([C:14](OC)=[O:15])[CH2:10][CH2:11][S:12][CH3:13])=[O:7])([CH3:4])([CH3:3])[CH3:2].[BH4-].[Li+]. Product: [OH:15][CH2:14][CH:9]([NH:8][C:6](=[O:7])[O:5][C:1]([CH3:3])([CH3:2])[CH3:4])[CH2:10][CH2:11][S:12][CH3:13]. (2) Reactant: [Br:1][C:2]1[CH:3]=[C:4]([C:8](=O)[CH:9]=[C:10]([C:12]2[CH:17]=[CH:16][CH:15]=[C:14]([Br:18])[CH:13]=2)[CH3:11])[CH:5]=[CH:6][CH:7]=1.[Cl:20][C:21]1[CH:22]=[C:23]([C:27](=O)[CH3:28])[CH:24]=[CH:25][CH:26]=1.C(O)C.[Si](Cl)(Cl)(Cl)Cl. Product: [Br:1][C:2]1[CH:3]=[C:4]([C:8]2[CH:28]=[C:27]([C:23]3[CH:24]=[CH:25][CH:26]=[C:21]([Cl:20])[CH:22]=3)[CH:11]=[C:10]([C:12]3[CH:17]=[CH:16][CH:15]=[C:14]([Br:18])[CH:13]=3)[CH:9]=2)[CH:5]=[CH:6][CH:7]=1. The catalyst class is: 6.